Dataset: Full USPTO retrosynthesis dataset with 1.9M reactions from patents (1976-2016). Task: Predict the reactants needed to synthesize the given product. (1) The reactants are: [SH:1][CH2:2][CH2:3][OH:4].[Na+].[Cl-].P([O-])([O-])([O-])=O.[Na+].[Na+].[Na+].Br[C:16]1[C:21](=[O:22])[NH:20][C:18](=[O:19])[C:17]=1Br. Given the product [OH:4][CH2:3][CH2:2][S:1][C:17]1[C:18](=[O:19])[NH:20][C:21](=[O:22])[C:16]=1[S:1][CH2:2][CH2:3][OH:4], predict the reactants needed to synthesize it. (2) Given the product [CH2:7]([NH:6][CH:5]([CH2:14][CH2:15][S:16][CH3:17])[C:4]([OH:18])=[O:3])[C:8]1[CH:13]=[CH:12][CH:11]=[CH:10][CH:9]=1, predict the reactants needed to synthesize it. The reactants are: Cl.C[O:3][C:4](=[O:18])[C@H:5]([CH2:14][CH2:15][S:16][CH3:17])[NH:6][CH2:7][C:8]1[CH:13]=[CH:12][CH:11]=[CH:10][CH:9]=1.C(Cl)(=O)C(C)C. (3) Given the product [CH3:1][O:2][C:3]1[CH:4]=[C:5]([CH:19]=[CH:20][CH:21]=1)[CH2:6][CH:7]1[C:11]2[NH:12][C:13]([C:15]([OH:17])=[O:16])=[CH:14][C:10]=2[CH2:9][CH2:8]1, predict the reactants needed to synthesize it. The reactants are: [CH3:1][O:2][C:3]1[CH:4]=[C:5]([CH:19]=[CH:20][CH:21]=1)[CH2:6][CH:7]1[C:11]2[NH:12][C:13]([C:15]([O:17]C)=[O:16])=[CH:14][C:10]=2[CH2:9][CH2:8]1.[OH-].[Li+].CO. (4) Given the product [Cl:14][C:5]1[CH:6]=[CH:7][CH:8]=[C:9]([CH2:10][N:11]([CH3:13])[CH3:12])[C:4]=1[C:3]([OH:15])=[O:2], predict the reactants needed to synthesize it. The reactants are: C[O:2][C:3](=[O:15])[C:4]1[C:9]([CH2:10][N:11]([CH3:13])[CH3:12])=[CH:8][CH:7]=[CH:6][C:5]=1[Cl:14].[OH-].[Na+]. (5) Given the product [Br:1][C:2]1[CH:13]=[C:12]([OH:14])[C:5]2[N:6]([CH:9]3[CH2:11][CH2:10]3)[CH:7]=[N:8][C:4]=2[CH:3]=1, predict the reactants needed to synthesize it. The reactants are: [Br:1][C:2]1[CH:13]=[C:12]([O:14]C)[C:5]2[N:6]([CH:9]3[CH2:11][CH2:10]3)[CH:7]=[N:8][C:4]=2[CH:3]=1.B(Br)(Br)Br.N.CO.